The task is: Regression. Given two drug SMILES strings and cell line genomic features, predict the synergy score measuring deviation from expected non-interaction effect.. This data is from NCI-60 drug combinations with 297,098 pairs across 59 cell lines. Drug 1: CC1=CC2C(CCC3(C2CCC3(C(=O)C)OC(=O)C)C)C4(C1=CC(=O)CC4)C. Drug 2: CC1=C(N=C(N=C1N)C(CC(=O)N)NCC(C(=O)N)N)C(=O)NC(C(C2=CN=CN2)OC3C(C(C(C(O3)CO)O)O)OC4C(C(C(C(O4)CO)O)OC(=O)N)O)C(=O)NC(C)C(C(C)C(=O)NC(C(C)O)C(=O)NCCC5=NC(=CS5)C6=NC(=CS6)C(=O)NCCC[S+](C)C)O. Cell line: HCT116. Synergy scores: CSS=47.4, Synergy_ZIP=2.52, Synergy_Bliss=-0.478, Synergy_Loewe=-73.7, Synergy_HSA=2.01.